This data is from Full USPTO retrosynthesis dataset with 1.9M reactions from patents (1976-2016). The task is: Predict the reactants needed to synthesize the given product. (1) Given the product [F:1][C:2]1[CH:3]=[C:4]2[C:5](=[CH:21][CH:22]=1)[N:6]=[C:7]([C:11]1[CH:16]=[CH:15][CH:14]=[CH:13][C:12]=1[OH:17])[N:32]([CH2:31][CH2:30][CH2:29][C:23]1[CH:28]=[CH:27][CH:26]=[CH:25][CH:24]=1)[C:9]2=[O:10], predict the reactants needed to synthesize it. The reactants are: [F:1][C:2]1[CH:22]=[CH:21][C:5]2[N:6]=[C:7]([C:11]3[CH:16]=[CH:15][CH:14]=[CH:13][C:12]=3[O:17]C(=O)C)O[C:9](=[O:10])[C:4]=2[CH:3]=1.[C:23]1([CH2:29][CH2:30][CH2:31][NH2:32])[CH:28]=[CH:27][CH:26]=[CH:25][CH:24]=1. (2) Given the product [CH3:8][CH2:9][C@@H:10]([OH:57])[C@@:11]([OH:56])([C@H:13]1[O:26][C:24](=[O:25])[C@H:23]([CH3:27])[C@@H:22]([O:28][C@@H:29]2[O:34][C@@H:33]([CH3:35])[C@H:32]([OH:36])[C@@:31]([O:38][CH3:39])([CH3:37])[CH2:30]2)[C@H:21]([CH3:40])[C@@H:20]([O:41][C@@H:42]2[O:47][C@H:46]([CH3:48])[CH2:45][C@H:44]([NH:49][CH3:50])[C@H:43]2[OH:52])[C@:18]2([CH3:53])[O:19][C:15](=[C:16]([CH3:54])[CH2:17]2)[C@@H:14]1[CH3:55])[CH3:12], predict the reactants needed to synthesize it. The reactants are: C([O-])(=O)C.[Na+].II.[CH3:8][CH2:9][C@@H:10]([OH:57])[C@@:11]([OH:56])([C@@H:13]1[O:26][C:24](=[O:25])[C@H:23]([CH3:27])[C@@H:22]([O:28][C@@H:29]2[O:34][C@@H:33]([CH3:35])[C@H:32]([OH:36])[C@@:31]([O:38][CH3:39])([CH3:37])[CH2:30]2)[C@H:21]([CH3:40])[C@@H:20]([O:41][C@@H:42]2[O:47][C@H:46]([CH3:48])[CH2:45][C@H:44]([N:49](C)[CH3:50])[C@H:43]2[OH:52])[C@:18]2([CH3:53])[O:19][C:15](=[C:16]([CH3:54])[CH2:17]2)[C@@H:14]1[CH3:55])[CH3:12].[OH-].[Na+]. (3) Given the product [CH3:31][O:30][C:27]1[CH:28]=[C:29]2[C:24](=[CH:25][C:26]=1[O:32][CH3:33])[N:23]=[CH:22][CH:21]=[C:20]2[O:19][C:16]1[CH:15]=[CH:14][C:13]([O:12][CH2:11][CH2:10][NH:9][C:5]2[CH:6]=[CH:7][CH:8]=[C:3]([O:2][CH3:1])[CH:4]=2)=[CH:18][CH:17]=1, predict the reactants needed to synthesize it. The reactants are: [CH3:1][O:2][C:3]1[CH:4]=[C:5]([NH:9][C:10](=O)[CH2:11][O:12][C:13]2[CH:18]=[CH:17][C:16]([O:19][C:20]3[C:29]4[C:24](=[CH:25][C:26]([O:32][CH3:33])=[C:27]([O:30][CH3:31])[CH:28]=4)[N:23]=[CH:22][CH:21]=3)=[CH:15][CH:14]=2)[CH:6]=[CH:7][CH:8]=1.Cl.[OH-].[Na+]. (4) Given the product [CH2:1]([N:8]1[C:12](=[S:27])[CH2:11][CH2:10][CH:9]1[C:14]([O:16][CH3:17])=[O:15])[C:2]1[CH:7]=[CH:6][CH:5]=[CH:4][CH:3]=1, predict the reactants needed to synthesize it. The reactants are: [CH2:1]([N:8]1[C:12](=O)[CH2:11][CH2:10][CH:9]1[C:14]([O:16][CH3:17])=[O:15])[C:2]1[CH:7]=[CH:6][CH:5]=[CH:4][CH:3]=1.COC1C=CC(P2(SP(C3C=CC(OC)=CC=3)(=S)S2)=[S:27])=CC=1. (5) Given the product [O:40]1[CH:41]=[CH:42][CH:43]=[C:39]1[CH2:38][NH:37][C:9]([C:11]1[CH:12]=[C:13]2[C:17](=[CH:18][CH:19]=1)[NH:16][C:15](=[O:20])[C:14]2=[N:21][NH:22][C:23]1[CH:28]=[CH:27][C:26]([S:29](=[O:31])(=[O:32])[NH2:30])=[CH:25][CH:24]=1)=[O:10], predict the reactants needed to synthesize it. The reactants are: FC1C(O[C:9]([C:11]2[CH:12]=[C:13]3[C:17](=[CH:18][CH:19]=2)[NH:16][C:15](=[O:20])[C:14]3=[N:21][NH:22][C:23]2[CH:28]=[CH:27][C:26]([S:29](=[O:32])(=[O:31])[NH2:30])=[CH:25][CH:24]=2)=[O:10])=C(F)C(F)=C(F)C=1F.[NH2:37][CH2:38][C:39]1[O:40][CH:41]=[CH:42][CH:43]=1. (6) Given the product [Br:1][C:2]1[CH:7]=[CH:6][C:5]2[N:8]([C:9]([CH3:10])([CH3:12])[CH3:11])[C:14]([C:16]3[CH:23]=[CH:22][CH:21]=[CH:20][C:17]=3[C:18]#[N:19])=[N:13][C:4]=2[CH:3]=1, predict the reactants needed to synthesize it. The reactants are: [Br:1][C:2]1[CH:3]=[C:4]([NH2:13])[C:5]([NH:8][C:9]([CH3:12])([CH3:11])[CH3:10])=[CH:6][CH:7]=1.[CH:14]([C:16]1[CH:23]=[CH:22][CH:21]=[CH:20][C:17]=1[C:18]#[N:19])=O.OOS([O-])=O.[K+].C([O-])([O-])=O.[K+].[K+]. (7) Given the product [C:17]([C:18]1[O:10][C:6]2[CH:5]=[CH:4][C:3]([O:11][C:12]([CH3:13])=[O:14])=[C:2]([Cl:1])[C:7]=2[C:8]=1[NH2:9])(=[O:19])[CH3:16], predict the reactants needed to synthesize it. The reactants are: [Cl:1][C:2]1[C:7]([C:8]#[N:9])=[C:6]([OH:10])[CH:5]=[CH:4][C:3]=1[O:11][C:12](=[O:14])[CH3:13].Cl[CH2:16][C:17](=[O:19])[CH3:18].C([O-])([O-])=O.[K+].[K+].